Task: Predict the reaction yield, written as a fraction of the theoretical maximum amount of product (1.0 means a 100% yield; for example, 0.34 means a 34% yield).. Dataset: Reaction yield outcomes from USPTO patents with 853,638 reactions (1) The reactants are [H-].[Na+].[F:3][C:4]1[CH:9]=[CH:8][C:7]([CH:10]2[C:18]3[C:13](=[CH:14][C:15]([C:19]#[N:20])=[CH:16][CH:17]=3)[CH2:12][O:11]2)=[CH:6][CH:5]=1.[CH3:21][N:22]([CH3:27])[CH2:23][CH2:24][CH2:25]Cl.CS(C)=O. The catalyst is C1COCC1.C1(C)C=CC=CC=1. The product is [CH3:21][N:22]([CH3:27])[CH2:23][CH2:24][CH2:25][C:10]1([C:7]2[CH:8]=[CH:9][C:4]([F:3])=[CH:5][CH:6]=2)[C:18]2[C:13](=[CH:14][C:15]([C:19]#[N:20])=[CH:16][CH:17]=2)[CH2:12][O:11]1. The yield is 0.516. (2) The reactants are [C:1]([O:5][N:6]=[C:7]1[C:16]2[C:11](=[CH:12][CH:13]=[C:14]([OH:17])[CH:15]=2)[O:10][C:9]([C:18]2[N:23]=[CH:22][N:21]3[CH:24]=[CH:25][CH:26]=[C:20]3[CH:19]=2)=[CH:8]1)([CH3:4])([CH3:3])[CH3:2].Cl[CH2:28][CH:29]([OH:32])[CH2:30][OH:31]. No catalyst specified. The product is [C:1]([O:5][N:6]=[C:7]1[C:16]2[C:11](=[CH:12][CH:13]=[C:14]([O:17][CH2:28][CH:29]([OH:32])[CH2:30][OH:31])[CH:15]=2)[O:10][C:9]([C:18]2[N:23]=[CH:22][N:21]3[CH:24]=[CH:25][CH:26]=[C:20]3[CH:19]=2)=[CH:8]1)([CH3:4])([CH3:2])[CH3:3]. The yield is 0.740. (3) The reactants are [Cl:1][C:2]1[CH:3]=[C:4]([CH:7]=[CH:8][C:9]=1[Cl:10])[CH:5]=[O:6].[Si]([C:15]#[N:16])(C)(C)C.B.C1COCC1.CO. The product is [NH2:16][CH2:15][CH:5]([C:4]1[CH:7]=[CH:8][C:9]([Cl:10])=[C:2]([Cl:1])[CH:3]=1)[OH:6]. The catalyst is C1COCC1.[Zn+2].[I-].[I-]. The yield is 0.720. (4) The yield is 0.390. The reactants are [CH:1]1([C:4]2[C:5]([O:15][C@@H:16]3[CH2:21][CH2:20][CH2:19][NH:18][CH2:17]3)=[CH:6][C:7]([F:14])=[C:8]([CH:13]=2)[C:9]([O:11][CH3:12])=[O:10])[CH2:3][CH2:2]1.FC(F)(F)S(O[CH2:28][C:29]1([C:33]([F:36])([F:35])[F:34])[CH2:32][CH2:31][CH2:30]1)(=O)=O.FF.C(=O)([O-])[O-].[K+].[K+]. The product is [CH:1]1([C:4]2[C:5]([O:15][C@@H:16]3[CH2:21][CH2:20][CH2:19][N:18]([CH2:28][C:29]4([C:33]([F:36])([F:35])[F:34])[CH2:32][CH2:31][CH2:30]4)[CH2:17]3)=[CH:6][C:7]([F:14])=[C:8]([CH:13]=2)[C:9]([O:11][CH3:12])=[O:10])[CH2:2][CH2:3]1. The catalyst is C1CCCCC1. (5) The reactants are [O:1]=[C:2]1[NH:6][C:5]2[CH:7]=[CH:8][C:9]([C:11]3[S:15][C:14]([N:16](C(OC(C)(C)C)=O)[CH2:17][C@@H:18]([NH:30]C(=O)OC(C)(C)C)[CH2:19][C:20]4[CH:25]=[CH:24][C:23]([C:26]([F:29])([F:28])[F:27])=[CH:22][CH:21]=4)=[N:13][N:12]=3)=[CH:10][C:4]=2[O:3]1.C(O)(C(F)(F)F)=O. The catalyst is C(Cl)Cl. The product is [NH2:30][C@@H:18]([CH2:19][C:20]1[CH:25]=[CH:24][C:23]([C:26]([F:27])([F:28])[F:29])=[CH:22][CH:21]=1)[CH2:17][NH:16][C:14]1[S:15][C:11]([C:9]2[CH:8]=[CH:7][C:5]3[NH:6][C:2](=[O:1])[O:3][C:4]=3[CH:10]=2)=[N:12][N:13]=1. The yield is 0.530. (6) The reactants are [CH2:1]([C:3]1[CH:8]=[C:7]([N+:9]([O-:11])=[O:10])[C:6]([O:12][CH3:13])=[CH:5][C:4]=1F)[CH3:2].Cl.Cl.[CH3:17][S:18]([N:21]1[CH2:26][CH2:25][N:24]([CH:27]2[CH2:32][CH2:31][NH:30][CH2:29][CH2:28]2)[CH2:23][CH2:22]1)(=[O:20])=[O:19].C([O-])([O-])=O.[K+].[K+].O. The catalyst is CS(C)=O. The product is [CH2:1]([C:3]1[CH:8]=[C:7]([N+:9]([O-:11])=[O:10])[C:6]([O:12][CH3:13])=[CH:5][C:4]=1[N:30]1[CH2:29][CH2:28][CH:27]([N:24]2[CH2:25][CH2:26][N:21]([S:18]([CH3:17])(=[O:20])=[O:19])[CH2:22][CH2:23]2)[CH2:32][CH2:31]1)[CH3:2]. The yield is 0.560. (7) The reactants are [CH3:1][O:2][C:3]1[CH:4]=[C:5]([CH2:20][C:21]([OH:23])=O)[CH:6]=[CH:7][C:8]=1[NH:9][C:10]([NH:12][C:13]1[CH:18]=[CH:17][CH:16]=[CH:15][C:14]=1[CH3:19])=[O:11].[CH3:24][NH:25][CH2:26][CH2:27][CH2:28][C:29]1[CH:39]=[CH:38][C:32]([C:33]([O:35][CH2:36][CH3:37])=[O:34])=[CH:31][CH:30]=1.CCN=C=NCCCN(C)C.Cl.C1C=CC2N(O)N=NC=2C=1. The catalyst is CN(C1C=CN=CC=1)C.CN(C=O)C.CCOC(C)=O. The product is [CH3:1][O:2][C:3]1[CH:4]=[C:5]([CH2:20][C:21]([N:25]([CH2:26][CH2:27][CH2:28][C:29]2[CH:30]=[CH:31][C:32]([C:33]([O:35][CH2:36][CH3:37])=[O:34])=[CH:38][CH:39]=2)[CH3:24])=[O:23])[CH:6]=[CH:7][C:8]=1[NH:9][C:10]([NH:12][C:13]1[CH:18]=[CH:17][CH:16]=[CH:15][C:14]=1[CH3:19])=[O:11]. The yield is 0.710. (8) The reactants are [C:1]([O:5][C:6]([N:8]1[CH2:13][CH2:12][N:11]([C:14]2[CH:23]=[C:22]3[C:17]([C:18](=[O:30])[C:19]([C:27]([OH:29])=[O:28])=[CH:20][N:21]3[CH:24]3[CH2:26][CH2:25]3)=[CH:16][C:15]=2[F:31])[CH2:10][CH2:9]1)=[O:7])([CH3:4])([CH3:3])[CH3:2].Br[CH2:33][C:34]([NH:36][CH:37]([P:46](=[O:53])([O:50][CH2:51][CH3:52])[O:47][CH2:48][CH3:49])[P:38](=[O:45])([O:42][CH2:43][CH3:44])[O:39][CH2:40][CH3:41])=[O:35].C([O-])([O-])=O.[Cs+].[Cs+]. The catalyst is O. The product is [C:1]([O:5][C:6]([N:8]1[CH2:9][CH2:10][N:11]([C:14]2[CH:23]=[C:22]3[C:17]([C:18](=[O:30])[C:19]([C:27]([O:29][CH2:33][C:34](=[O:35])[NH:36][CH:37]([P:46]([O:47][CH2:48][CH3:49])([O:50][CH2:51][CH3:52])=[O:53])[P:38]([O:39][CH2:40][CH3:41])([O:42][CH2:43][CH3:44])=[O:45])=[O:28])=[CH:20][N:21]3[CH:24]3[CH2:25][CH2:26]3)=[CH:16][C:15]=2[F:31])[CH2:12][CH2:13]1)=[O:7])([CH3:4])([CH3:2])[CH3:3]. The yield is 0.900.